Dataset: NCI-60 drug combinations with 297,098 pairs across 59 cell lines. Task: Regression. Given two drug SMILES strings and cell line genomic features, predict the synergy score measuring deviation from expected non-interaction effect. Drug 1: CN(C)N=NC1=C(NC=N1)C(=O)N. Drug 2: CC1CCCC2(C(O2)CC(NC(=O)CC(C(C(=O)C(C1O)C)(C)C)O)C(=CC3=CSC(=N3)C)C)C. Cell line: NCI-H226. Synergy scores: CSS=2.30, Synergy_ZIP=0.153, Synergy_Bliss=2.31, Synergy_Loewe=-2.82, Synergy_HSA=-0.0501.